Dataset: Full USPTO retrosynthesis dataset with 1.9M reactions from patents (1976-2016). Task: Predict the reactants needed to synthesize the given product. The reactants are: Br[C:2]1[N:3]=[C:4]([C@H:12]2[CH2:17][CH2:16][C@H:15]([CH2:18][N:19]([CH3:21])[CH3:20])[CH2:14][CH2:13]2)[N:5]2[CH:10]=[CH:9][N:8]=[C:7]([CH3:11])[C:6]=12.[CH3:22][O:23][C:24]1[CH:32]=[CH:31][CH:30]=[C:29]2[C:25]=1[CH:26]=[C:27]([C:34]([NH:36][C:37]1[CH:42]=[CH:41][C:40](B3OC(C)(C)C(C)(C)O3)=[CH:39][C:38]=1[O:52][CH3:53])=[O:35])[N:28]2[CH3:33]. Given the product [CH3:20][N:19]([CH2:18][C@H:15]1[CH2:16][CH2:17][C@H:12]([C:4]2[N:5]3[CH:10]=[CH:9][N:8]=[C:7]([CH3:11])[C:6]3=[C:2]([C:40]3[CH:41]=[CH:42][C:37]([NH:36][C:34]([C:27]4[N:28]([CH3:33])[C:29]5[C:25]([CH:26]=4)=[C:24]([O:23][CH3:22])[CH:32]=[CH:31][CH:30]=5)=[O:35])=[C:38]([O:52][CH3:53])[CH:39]=3)[N:3]=2)[CH2:13][CH2:14]1)[CH3:21], predict the reactants needed to synthesize it.